Task: Binary Classification. Given a T-cell receptor sequence (or CDR3 region) and an epitope sequence, predict whether binding occurs between them.. Dataset: TCR-epitope binding with 47,182 pairs between 192 epitopes and 23,139 TCRs (1) The epitope is ILGLPTQTV. The TCR CDR3 sequence is CSVESANTGELFF. Result: 1 (the TCR binds to the epitope). (2) The epitope is ATDALMTGY. The TCR CDR3 sequence is CASRGQGYEQYF. Result: 0 (the TCR does not bind to the epitope).